From a dataset of Retrosynthesis with 50K atom-mapped reactions and 10 reaction types from USPTO. Predict the reactants needed to synthesize the given product. (1) Given the product C[C@H]1COCCN1c1cc(CS(C)(=O)=O)nc(-c2ccc(NC(=O)OC(C)(C)C)cc2)n1, predict the reactants needed to synthesize it. The reactants are: CC(C)(C)OC(=O)Nc1ccc(B(O)O)cc1.C[C@H]1COCCN1c1cc(CS(C)(=O)=O)nc(Cl)n1. (2) Given the product O=C(OC12CCN(CC1)CC2)C(=O)c1cccs1, predict the reactants needed to synthesize it. The reactants are: O=C(O)C(=O)c1cccs1.OC12CCN(CC1)CC2.